Predict the reaction yield, written as a fraction of the theoretical maximum amount of product (1.0 means a 100% yield; for example, 0.34 means a 34% yield). From a dataset of Reaction yield outcomes from USPTO patents with 853,638 reactions. The reactants are Br[C:2]1[CH:3]=[C:4]([CH2:8][CH2:9][C:10]([O:12][CH2:13][CH3:14])=[O:11])[CH:5]=[CH:6][CH:7]=1.C([Sn](CCCC)(CCCC)[C:20]1[O:21][CH:22]=[CH:23][CH:24]=1)CCC. The catalyst is O1CCOCC1. The product is [O:21]1[CH:22]=[CH:23][CH:24]=[C:20]1[C:2]1[CH:3]=[C:4]([CH2:8][CH2:9][C:10]([O:12][CH2:13][CH3:14])=[O:11])[CH:5]=[CH:6][CH:7]=1. The yield is 0.900.